This data is from Full USPTO retrosynthesis dataset with 1.9M reactions from patents (1976-2016). The task is: Predict the reactants needed to synthesize the given product. (1) Given the product [CH3:42][C:32]1[CH:37]=[CH:36][CH:35]=[CH:34][C:33]=1[S:38]([NH:41][C:25]([C:24]1[CH:28]=[CH:29][C:21]([CH2:20][C:13]2[C:12]3[CH:11]=[C:10]([NH:9][C:7]([O:6][CH:1]4[CH2:5][CH2:4][CH2:3][CH2:2]4)=[O:8])[CH:18]=[CH:17][C:16]=3[N:15]([CH3:19])[CH:14]=2)=[C:22]([O:30][CH3:31])[CH:23]=1)=[O:27])(=[O:40])=[O:39].[CH2:1]([O-:6])[CH3:2], predict the reactants needed to synthesize it. The reactants are: [CH:1]1([O:6][C:7]([NH:9][C:10]2[CH:11]=[C:12]3[C:16](=[CH:17][CH:18]=2)[N:15]([CH3:19])[CH:14]=[C:13]3[CH2:20][C:21]2[CH:29]=[CH:28][C:24]([C:25]([OH:27])=O)=[CH:23][C:22]=2[O:30][CH3:31])=[O:8])[CH2:5][CH2:4][CH2:3][CH2:2]1.[C:32]1([CH3:42])[C:33]([S:38]([NH2:41])(=[O:40])=[O:39])=[CH:34][CH:35]=[CH:36][CH:37]=1.Cl. (2) Given the product [Cl:11][C:12]1[N:13]=[C:14]([NH:19][CH3:20])[N:15]=[C:16]([NH:1][C@@H:2]2[CH2:7][CH2:6][C@H:5]([C:8]([OH:10])=[O:9])[CH2:4][CH2:3]2)[N:17]=1, predict the reactants needed to synthesize it. The reactants are: [NH2:1][C@@H:2]1[CH2:7][CH2:6][C@H:5]([C:8]([OH:10])=[O:9])[CH2:4][CH2:3]1.[Cl:11][C:12]1[N:17]=[C:16](Cl)[N:15]=[C:14]([NH:19][CH3:20])[N:13]=1.[OH-].[Na+].